From a dataset of Acute oral toxicity (LD50) regression data from Zhu et al.. Regression/Classification. Given a drug SMILES string, predict its toxicity properties. Task type varies by dataset: regression for continuous values (e.g., LD50, hERG inhibition percentage) or binary classification for toxic/non-toxic outcomes (e.g., AMES mutagenicity, cardiotoxicity, hepatotoxicity). Dataset: ld50_zhu. (1) The compound is NC(=O)C(=Cc1ccc([N+](=O)[O-])o1)c1ccco1. The rat oral LD50 is 2.20, given as -log10 of the dose in mol/kg body weight (higher means more acutely toxic). (2) The molecule is COC(=O)Cl. The rat oral LD50 is 3.20, given as -log10 of the dose in mol/kg body weight (higher means more acutely toxic). (3) The drug is O=CC(Br)(Br)Br. The rat oral LD50 is 3.45, given as -log10 of the dose in mol/kg body weight (higher means more acutely toxic). (4) The molecule is Cc1ccc([N+](=O)[O-])cc1S(=O)(=O)Cl. The rat oral LD50 is 1.50, given as -log10 of the dose in mol/kg body weight (higher means more acutely toxic). (5) The compound is CCC(C)C(=O)OC1CCC2(C)C3CC(O)C4C5(O)C(CC42OC13O)C1CN2CC(C)CCC2C(C)(O)C1C(O)C5OC(=O)C(C)(O)CC. The rat oral LD50 is 4.36, given as -log10 of the dose in mol/kg body weight (higher means more acutely toxic). (6) The compound is C=C(C)C(=O)OCC(=O)OC(C)C. The rat oral LD50 is 1.32, given as -log10 of the dose in mol/kg body weight (higher means more acutely toxic).